This data is from Reaction yield outcomes from USPTO patents with 853,638 reactions. The task is: Predict the reaction yield, written as a fraction of the theoretical maximum amount of product (1.0 means a 100% yield; for example, 0.34 means a 34% yield). The reactants are [NH2:1][CH2:2][C:3]1[CH:8]=[CH:7][C:6]([C:9]2[CH:14]=[CH:13][C:12]([N:15]3[CH2:19][CH:18]([CH2:20][NH:21][C:22](=[O:24])[CH3:23])[O:17][C:16]3=[O:25])=[CH:11][C:10]=2[F:26])=[CH:5][CH:4]=1.[N:27]1[C:36]2[C:31](=[CH:32][CH:33]=[CH:34][CH:35]=2)[C:30]([CH:37]=O)=[CH:29][CH:28]=1.C(O[BH-](OC(=O)C)OC(=O)C)(=O)C.[Na+]. The catalyst is C1COCC1.CN(C=O)C. The product is [F:26][C:10]1[CH:11]=[C:12]([N:15]2[CH2:19][CH:18]([CH2:20][NH:21][C:22](=[O:24])[CH3:23])[O:17][C:16]2=[O:25])[CH:13]=[CH:14][C:9]=1[C:6]1[CH:7]=[CH:8][C:3]([CH2:2][NH:1][CH2:37][C:30]2[C:31]3[C:36](=[CH:35][CH:34]=[CH:33][CH:32]=3)[N:27]=[CH:28][CH:29]=2)=[CH:4][CH:5]=1. The yield is 0.660.